Dataset: Peptide-MHC class II binding affinity with 134,281 pairs from IEDB. Task: Regression. Given a peptide amino acid sequence and an MHC pseudo amino acid sequence, predict their binding affinity value. This is MHC class II binding data. The peptide sequence is PVVHFFKNIVTPRTPPY. The MHC is DRB1_0404 with pseudo-sequence DRB1_0404. The binding affinity (normalized) is 0.871.